This data is from Reaction yield outcomes from USPTO patents with 853,638 reactions. The task is: Predict the reaction yield, written as a fraction of the theoretical maximum amount of product (1.0 means a 100% yield; for example, 0.34 means a 34% yield). (1) The reactants are [C:1]1([Mg]Br)[CH:6]=[CH:5][CH:4]=[CH:3][CH:2]=1.[CH2:9]([CH:11]1[O:13][CH2:12]1)[Br:10].O.CC(C)=O.OS(O)(=O)=O.O=[Cr](=O)=O. The catalyst is CCOCC.CC(C)=O. The product is [Br:10][CH2:9][C:11]([CH2:12][C:1]1[CH:6]=[CH:5][CH:4]=[CH:3][CH:2]=1)=[O:13]. The yield is 0.750. (2) The reactants are [O:1]=[C:2]1[C:11]2[C:6](=[CH:7][CH:8]=[C:9]([C:12](O)=[O:13])[CH:10]=2)[CH:5]=[CH:4][N:3]1[CH2:15][C:16]1[CH:21]=[CH:20][C:19]([C:22]2[N:23]=[N:24][NH:25][N:26]=2)=[CH:18][CH:17]=1.[CH3:27][O:28][C:29]1[CH:36]=[CH:35][C:32]([CH2:33][NH2:34])=[CH:31][CH:30]=1. The yield is 0.843. No catalyst specified. The product is [CH3:27][O:28][C:29]1[CH:36]=[CH:35][C:32]([CH2:33][NH:34][C:12]([C:9]2[CH:10]=[C:11]3[C:6]([CH:5]=[CH:4][N:3]([CH2:15][C:16]4[CH:21]=[CH:20][C:19]([C:22]5[N:26]=[N:25][NH:24][N:23]=5)=[CH:18][CH:17]=4)[C:2]3=[O:1])=[CH:7][CH:8]=2)=[O:13])=[CH:31][CH:30]=1.